From a dataset of Catalyst prediction with 721,799 reactions and 888 catalyst types from USPTO. Predict which catalyst facilitates the given reaction. (1) Reactant: C(OC([N:8]1[CH2:33][CH2:32][C:11]2([CH2:14][N:13]([C:15]3[N:16]=[C:17]([NH:25][C:26]4[NH:27][N:28]=[C:29]([CH3:31])[CH:30]=4)[C:18]4[CH:24]=[CH:23][CH:22]=[N:21][C:19]=4[N:20]=3)[CH2:12]2)[CH2:10][CH2:9]1)=O)(C)(C)C.ClCl. Product: [CH2:14]1[C:11]2([CH2:32][CH2:33][NH:8][CH2:9][CH2:10]2)[CH2:12][N:13]1[C:15]1[N:16]=[C:17]([NH:25][C:26]2[NH:27][N:28]=[C:29]([CH3:31])[CH:30]=2)[C:18]2[CH:24]=[CH:23][CH:22]=[N:21][C:19]=2[N:20]=1. The catalyst class is: 67. (2) Reactant: [NH2:1][C:2]1[CH:7]=[CH:6][C:5]([C:8]2[CH:16]=[CH:15][CH:14]=[C:13]3[C:9]=2[CH2:10][NH:11][C:12]3=[O:17])=[CH:4][CH:3]=1.CN1CCOCC1.[CH3:25][C:26]1[CH:27]=[C:28]([N:32]=[C:33]=[O:34])[CH:29]=[CH:30][CH:31]=1. Product: [CH3:25][C:26]1[CH:27]=[C:28]([NH:32][C:33]([NH:1][C:2]2[CH:3]=[CH:4][C:5]([C:8]3[CH:16]=[CH:15][CH:14]=[C:13]4[C:9]=3[CH2:10][NH:11][C:12]4=[O:17])=[CH:6][CH:7]=2)=[O:34])[CH:29]=[CH:30][CH:31]=1. The catalyst class is: 1. (3) Reactant: [CH3:1][O:2][C:3]1[CH:4]=[C:5]([CH2:13][CH2:14][C:15](Cl)=[O:16])[CH:6]=[CH:7][C:8]=1[O:9][CH2:10][C:11]#[CH:12].ClC1C=CC(C[NH2:24])=CC=1C(F)(F)F. Product: [CH3:1][O:2][C:3]1[CH:4]=[C:5]([CH2:13][CH2:14][C:15]([NH2:24])=[O:16])[CH:6]=[CH:7][C:8]=1[O:9][CH2:10][C:11]#[CH:12]. The catalyst class is: 66. (4) Reactant: Cl.[Cl:2][C:3]1[CH:4]=[CH:5][C:6]2[CH2:12][CH2:11][C:10]3[CH:13]=[CH:14][CH:15]=[CH:16][C:9]=3[N:8]([CH2:17][CH2:18][NH2:19])[C:7]=2[CH:20]=1.C(N(CC)CC)C.[F:28][C:29]([F:41])([F:40])[C:30]1[CH:35]=[CH:34][C:33]([S:36](Cl)(=[O:38])=[O:37])=[CH:32][CH:31]=1. Product: [Cl:2][C:3]1[CH:4]=[CH:5][C:6]2[CH2:12][CH2:11][C:10]3[CH:13]=[CH:14][CH:15]=[CH:16][C:9]=3[N:8]([CH2:17][CH2:18][NH:19][S:36]([C:33]3[CH:32]=[CH:31][C:30]([C:29]([F:28])([F:40])[F:41])=[CH:35][CH:34]=3)(=[O:38])=[O:37])[C:7]=2[CH:20]=1. The catalyst class is: 3. (5) Reactant: [Br:1][C:2]1[CH:6]=[C:5](Br)[S:4][C:3]=1[C:8]#[N:9].[CH2:10]([NH2:13])[CH2:11][CH3:12]. Product: [Br:1][C:2]1[CH:6]=[C:5]([NH:13][CH2:10][CH2:11][CH3:12])[S:4][C:3]=1[C:8]#[N:9]. The catalyst class is: 6. (6) Reactant: C[O:2][C:3](=[O:12])[CH2:4][C:5]1[N:9]([CH3:10])[N:8]=[CH:7][C:6]=1[CH3:11].C[O:14][C:15](=[O:24])[CH2:16][C:17]1[C:21]([CH3:22])=[CH:20][N:19]([CH3:23])[N:18]=1.[OH-].[Na+]. Product: [CH3:10][N:9]1[C:5]([CH2:4][C:3]([OH:12])=[O:2])=[C:6]([CH3:11])[CH:7]=[N:8]1.[CH3:23][N:19]1[CH:20]=[C:21]([CH3:22])[C:17]([CH2:16][C:15]([OH:24])=[O:14])=[N:18]1. The catalyst class is: 5. (7) Reactant: [CH2:1]([OH:23])[CH2:2][CH2:3][CH2:4][CH2:5][CH2:6][CH2:7][CH2:8][CH2:9][CH2:10][CH2:11][CH2:12]/[CH:13]=[CH:14]\[CH2:15][CH2:16][CH2:17][CH2:18][CH2:19][CH2:20][CH2:21][CH3:22].[Cl:24][CH2:25][C:26](Cl)=[O:27]. Product: [Cl:24][CH2:25][C:26]([O:23][CH2:1][CH2:2][CH2:3][CH2:4][CH2:5][CH2:6][CH2:7][CH2:8][CH2:9][CH2:10][CH2:11][CH2:12]/[CH:13]=[CH:14]\[CH2:15][CH2:16][CH2:17][CH2:18][CH2:19][CH2:20][CH2:21][CH3:22])=[O:27]. The catalyst class is: 11. (8) Reactant: [Br:1][C:2]1[CH:7]=[CH:6][C:5]([F:8])=[C:4]([N+:9]([O-])=O)[CH:3]=1.C(O)(=O)C. Product: [Br:1][C:2]1[CH:7]=[CH:6][C:5]([F:8])=[C:4]([NH2:9])[CH:3]=1. The catalyst class is: 150. (9) Reactant: [NH:1]1[C:5]2=[N:6][CH:7]=[CH:8][CH:9]=[C:4]2[C:3]2([CH2:14][CH2:13][NH:12][CH2:11][CH2:10]2)[C:2]1=[O:15].Cl[C:17]1[N:22]=[C:21]([CH3:23])[N:20]=[C:19]([O:24][C:25]2[CH:34]=[C:33]([CH3:35])[C:28]3[NH:29][C:30](=[O:32])[O:31][C:27]=3[CH:26]=2)[CH:18]=1.CCN(C(C)C)C(C)C. Product: [CH3:35][C:33]1[C:28]2[NH:29][C:30](=[O:32])[O:31][C:27]=2[CH:26]=[C:25]([O:24][C:19]2[CH:18]=[C:17]([N:12]3[CH2:11][CH2:10][C:3]4([C:4]5[C:5](=[N:6][CH:7]=[CH:8][CH:9]=5)[NH:1][C:2]4=[O:15])[CH2:14][CH2:13]3)[N:22]=[C:21]([CH3:23])[N:20]=2)[CH:34]=1. The catalyst class is: 3. (10) Reactant: [CH3:1][O:2][C:3](=[O:14])[C:4]([CH3:13])([C:6]1[CH:11]=[CH:10][C:9]([CH3:12])=[CH:8][CH:7]=1)[CH3:5].[Br:15]N1C(=O)CCC1=O. Product: [CH3:1][O:2][C:3](=[O:14])[C:4]([C:6]1[CH:7]=[CH:8][C:9]([CH2:12][Br:15])=[CH:10][CH:11]=1)([CH3:5])[CH3:13]. The catalyst class is: 734.